This data is from Full USPTO retrosynthesis dataset with 1.9M reactions from patents (1976-2016). The task is: Predict the reactants needed to synthesize the given product. Given the product [CH2:1]([NH:8][C:9]1[N:10]=[CH:11][CH:12]=[C:13]2[C:17]([CH2:18][OH:19])=[C:16]([CH3:20])[NH:15][C:14]=12)[C:2]1[CH:3]=[CH:4][CH:5]=[CH:6][CH:7]=1, predict the reactants needed to synthesize it. The reactants are: [CH2:1]([NH:8][C:9]1[N:10]=[CH:11][CH:12]=[C:13]2[C:17]([CH:18]=[O:19])=[C:16]([CH3:20])[NH:15][C:14]=12)[C:2]1[CH:7]=[CH:6][CH:5]=[CH:4][CH:3]=1.[BH4-].[Na+].